The task is: Predict which catalyst facilitates the given reaction.. This data is from Catalyst prediction with 721,799 reactions and 888 catalyst types from USPTO. (1) Reactant: [Cl:1][C:2]1[CH:7]=[CH:6][C:5]([C@@H:8]2[CH2:12][N:11]([C:13]3[CH:18]=[CH:17][C:16](=[O:19])[NH:15][N:14]=3)[CH2:10][C@H:9]2[C:20]([O:22][CH3:23])=[O:21])=[CH:4][CH:3]=1.[CH3:24]I. Product: [Cl:1][C:2]1[CH:7]=[CH:6][C:5]([C@@H:8]2[CH2:12][N:11]([C:13]3[CH:18]=[CH:17][C:16](=[O:19])[N:15]([CH3:24])[N:14]=3)[CH2:10][C@H:9]2[C:20]([O:22][CH3:23])=[O:21])=[CH:4][CH:3]=1. The catalyst class is: 3. (2) Reactant: Cl[CH:2]([CH3:30])[C:3]([NH:5][C:6]1[C:15]([Cl:16])=[CH:14][CH:13]=[C:12]2[C:7]=1[CH:8]=[CH:9][C:10]([N:17]1[CH2:21][CH2:20][C@@H:19]([O:22][Si](C(C)(C)C)(C)C)[CH2:18]1)=[N:11]2)=[O:4].[F:31][C:32]1[CH:33]=[C:34]([CH:36]=[CH:37][C:38]=1[F:39])[NH2:35].[F-].C([N+](CCCC)(CCCC)CCCC)CCC. Product: [Cl:16][C:15]1[C:6]([NH:5][C:3](=[O:4])[CH:2]([NH:35][C:34]2[CH:36]=[CH:37][C:38]([F:39])=[C:32]([F:31])[CH:33]=2)[CH3:30])=[C:7]2[C:12](=[CH:13][CH:14]=1)[N:11]=[C:10]([N:17]1[CH2:21][CH2:20][C@@H:19]([OH:22])[CH2:18]1)[CH:9]=[CH:8]2. The catalyst class is: 7. (3) Reactant: [NH2:1][CH:2]1[CH2:11][C:10]2[C:5](=[N:6][CH:7]=[CH:8][CH:9]=2)[NH:4][C:3]1=[O:12].C(OC(=O)NC1CC2C(=NC=CC=2)NC1=O)(C)(C)C.[C:32]([O:36][C:37]([NH:39][C@H:40]([CH2:45][C:46]1[CH:51]=[CH:50][C:49]([F:52])=[CH:48][CH:47]=1)[CH2:41][C:42](O)=[O:43])=[O:38])([CH3:35])([CH3:34])[CH3:33].C(N(CC)CC)C.C1C=CC2N(O)N=NC=2C=1.CCN=C=NCCCN(C)C. Product: [C:32]([O:36][C:37](=[O:38])[NH:39][C@H:40]([CH2:45][C:46]1[CH:47]=[CH:48][C:49]([F:52])=[CH:50][CH:51]=1)[CH2:41][C:42](=[O:43])[NH:1][CH:2]1[CH2:11][C:10]2[C:5](=[N:6][CH:7]=[CH:8][CH:9]=2)[NH:4][C:3]1=[O:12])([CH3:35])([CH3:33])[CH3:34]. The catalyst class is: 10. (4) Reactant: [CH3:1][O:2][C:3](=[O:13])[C:4]1[CH:9]=[C:8]([CH3:10])[C:7]([OH:11])=[C:6]([CH3:12])[CH:5]=1.[F:14][C:15]([F:28])([F:27])[S:16](O[S:16]([C:15]([F:28])([F:27])[F:14])(=[O:18])=[O:17])(=[O:18])=[O:17]. Product: [CH3:1][O:2][C:3](=[O:13])[C:4]1[CH:9]=[C:8]([CH3:10])[C:7]([O:11][S:16]([C:15]([F:28])([F:27])[F:14])(=[O:18])=[O:17])=[C:6]([CH3:12])[CH:5]=1. The catalyst class is: 202. (5) The catalyst class is: 62. Reactant: Br[C:2]1[CH:9]=[CH:8][CH:7]=[CH:6][C:3]=1[C:4]#[N:5].[NH2:10][C:11]1[CH:16]=[CH:15][CH:14]=[CH:13][CH:12]=1.CC1(C)C2C(=C(P(C3C=CC=CC=3)C3C=CC=CC=3)C=CC=2)OC2C(P(C3C=CC=CC=3)C3C=CC=CC=3)=CC=CC1=2.C(=O)([O-])[O-].[Cs+].[Cs+]. Product: [C:11]1([NH:10][C:2]2[CH:9]=[CH:8][CH:7]=[CH:6][C:3]=2[C:4]#[N:5])[CH:16]=[CH:15][CH:14]=[CH:13][CH:12]=1. (6) Reactant: [F:1][C:2]([F:38])([F:37])[C:3]1[CH:4]=[C:5]([C@H:13]2[O:17][C:16](=[O:18])[N:15]([CH2:19][C:20]3[C:21]([NH:27][CH:28]4[CH2:33][CH2:32][O:31][CH:30]([CH2:34][CH3:35])[CH2:29]4)=[N:22][CH:23]=[C:24](Br)[CH:25]=3)[C@H:14]2[CH3:36])[CH:6]=[C:7]([C:9]([F:12])([F:11])[F:10])[CH:8]=1.[NH:39]1[CH2:43][CH2:42][CH2:41][CH2:40]1.C1C=CC(P(C2C(C3C(P(C4C=CC=CC=4)C4C=CC=CC=4)=CC=C4C=3C=CC=C4)=C3C(C=CC=C3)=CC=2)C2C=CC=CC=2)=CC=1. Product: [F:1][C:2]([F:38])([F:37])[C:3]1[CH:4]=[C:5]([C@H:13]2[O:17][C:16](=[O:18])[N:15]([CH2:19][C:20]3[C:21]([NH:27][CH:28]4[CH2:33][CH2:32][O:31][CH:30]([CH2:34][CH3:35])[CH2:29]4)=[N:22][CH:23]=[C:24]([N:39]4[CH2:43][CH2:42][CH2:41][CH2:40]4)[CH:25]=3)[C@H:14]2[CH3:36])[CH:6]=[C:7]([C:9]([F:12])([F:11])[F:10])[CH:8]=1. The catalyst class is: 101. (7) Reactant: [N-:1]=[N+:2]=[N-:3].[Na+].CS(O[CH2:10][CH2:11][C:12]1[C:13]([N+:18]([O-:20])=[O:19])=[N:14][CH:15]=[CH:16][CH:17]=1)(=O)=O.C(=O)(O)[O-].[Na+].C(Cl)Cl. Product: [N:1]([CH2:10][CH2:11][C:12]1[C:13]([N+:18]([O-:20])=[O:19])=[N:14][CH:15]=[CH:16][CH:17]=1)=[N+:2]=[N-:3]. The catalyst class is: 16.